This data is from Catalyst prediction with 721,799 reactions and 888 catalyst types from USPTO. The task is: Predict which catalyst facilitates the given reaction. (1) Reactant: [C:1]([O:5][C:6]([NH:8][C@H:9]([C:27]([O:29][C:30]([CH3:33])([CH3:32])[CH3:31])=[O:28])[CH2:10][C@H:11]([CH2:19][C:20]1[CH:25]=[CH:24][C:23]([OH:26])=[CH:22][CH:21]=1)[C:12]([O:14][C:15]([CH3:18])([CH3:17])[CH3:16])=[O:13])=[O:7])([CH3:4])([CH3:3])[CH3:2].C(=O)([O-])[O-].[K+].[K+].Br[CH2:41][CH2:42][F:43]. Product: [C:1]([O:5][C:6]([NH:8][C@H:9]([C:27]([O:29][C:30]([CH3:33])([CH3:32])[CH3:31])=[O:28])[CH2:10][C@H:11]([CH2:19][C:20]1[CH:25]=[CH:24][C:23]([O:26][CH2:41][CH2:42][F:43])=[CH:22][CH:21]=1)[C:12]([O:14][C:15]([CH3:16])([CH3:18])[CH3:17])=[O:13])=[O:7])([CH3:2])([CH3:3])[CH3:4]. The catalyst class is: 9. (2) The catalyst class is: 243. Reactant: [CH3:1][O:2][C:3](=[O:15])[C:4]1[CH:13]=[C:12]([OH:14])[CH:11]=[C:6]([C:7]([O:9][CH3:10])=[O:8])[CH:5]=1.[C:16]([O:20][C:21](=[O:37])[CH2:22][CH2:23][CH2:24][CH2:25][CH2:26][CH2:27][CH2:28][CH2:29][CH2:30][CH2:31][CH2:32][CH2:33][CH2:34][CH2:35]Br)([CH3:19])([CH3:18])[CH3:17].C([O-])([O-])=O.[K+].[K+].C(#N)C. Product: [CH3:10][O:9][C:7](=[O:8])[C:6]1[CH:11]=[C:12]([O:14][CH2:35][CH2:34][CH2:33][CH2:32][CH2:31][CH2:30][CH2:29][CH2:28][CH2:27][CH2:26][CH2:25][CH2:24][CH2:23][CH2:22][C:21]([O:20][C:16]([CH3:17])([CH3:19])[CH3:18])=[O:37])[CH:13]=[C:4]([C:3]([O:2][CH3:1])=[O:15])[CH:5]=1. (3) Reactant: Cl.[C:2](=[NH:6])([NH2:5])[CH2:3][CH3:4].C[O-].[Na+].[C:10]([C:12]1[CH:17]=[CH:16][CH:15]=[CH:14][C:13]=1[C:18]1[CH:23]=[CH:22][C:21]([CH2:24][CH:25]([C:30](=O)[CH2:31][CH2:32][CH2:33][CH3:34])[C:26](OC)=[O:27])=[CH:20][CH:19]=1)#[N:11]. Product: [CH2:31]([C:30]1[N:6]=[C:2]([CH2:3][CH3:4])[NH:5][C:26](=[O:27])[C:25]=1[CH2:24][C:21]1[CH:20]=[CH:19][C:18]([C:13]2[C:12]([C:10]#[N:11])=[CH:17][CH:16]=[CH:15][CH:14]=2)=[CH:23][CH:22]=1)[CH2:32][CH2:33][CH3:34]. The catalyst class is: 5.